From a dataset of Reaction yield outcomes from USPTO patents with 853,638 reactions. Predict the reaction yield, written as a fraction of the theoretical maximum amount of product (1.0 means a 100% yield; for example, 0.34 means a 34% yield). (1) The reactants are [C:1]([C:5]1[CH:9]=[C:8](/[N:10]=[CH:11]/[N:12]([CH3:14])[CH3:13])[NH:7][N:6]=1)([CH3:4])([CH3:3])[CH3:2].C(=O)([O-])[O-:16].[K+].[K+].[C:21]1(C)[CH:26]=[CH:25][CH:24]=[CH:23][CH:22]=1. The catalyst is [I-].C([N+](CCCC)(CCCC)CCCC)CCC.[I-].C([N+](CC)(CC)CC)C.S([O-])(O)(=O)=O.C([N+](CCCC)(CCCC)CCCC)CCC. The product is [C:1]([C:5]1[CH:9]=[C:8](/[N:10]=[CH:11]/[N:12]([CH3:14])[CH3:13])[N:7]([CH2:21][CH:22]2[CH2:23][CH2:24][C@@H:25]([CH3:26])[O:16]2)[N:6]=1)([CH3:4])([CH3:2])[CH3:3]. The yield is 0.250. (2) The reactants are Cl[C:2]1[C:7]([S:8]([C:11]([F:26])([F:25])[CH:12]2[CH2:17][CH2:16][N:15]([C:18]([O:20][C:21]([CH3:24])([CH3:23])[CH3:22])=[O:19])[CH2:14][CH2:13]2)(=[O:10])=[O:9])=[CH:6][CH:5]=[CH:4][N:3]=1.[NH3:27]. The catalyst is CCO. The product is [NH2:27][C:2]1[C:7]([S:8]([C:11]([F:26])([F:25])[CH:12]2[CH2:17][CH2:16][N:15]([C:18]([O:20][C:21]([CH3:24])([CH3:23])[CH3:22])=[O:19])[CH2:14][CH2:13]2)(=[O:10])=[O:9])=[CH:6][CH:5]=[CH:4][N:3]=1. The yield is 0.290. (3) The reactants are [C:1]([O:5][C:6](=[O:12])[N:7]([CH2:9][CH2:10][OH:11])C)([CH3:4])([CH3:3])[CH3:2].CCN(C(C)C)C(C)C.Cl[C:23](Cl)([O:25]C(=O)OC(Cl)(Cl)Cl)Cl.Cl.[NH2:35][C:36]1[N:44]=[CH:43][N:42]=[C:41]2[C:37]=1[N:38]=[CH:39][N:40]2[C:45]1[CH:50]=[CH:49][C:48]([NH:51][C:52]([NH:54][C:55]2[CH:60]=[CH:59][C:58]([Cl:61])=[C:57]([C:62]([F:65])([F:64])[F:63])[CH:56]=2)=[O:53])=[CH:47][CH:46]=1. The catalyst is C(Cl)Cl.N1C=CC=CC=1. The product is [C:1]([O:5][C:6]([NH:7][CH2:9][CH2:10][O:11][C:23](=[O:25])[NH:35][C:36]1[N:44]=[CH:43][N:42]=[C:41]2[C:37]=1[N:38]=[CH:39][N:40]2[C:45]1[CH:46]=[CH:47][C:48]([NH:51][C:52]([NH:54][C:55]2[CH:60]=[CH:59][C:58]([Cl:61])=[C:57]([C:62]([F:64])([F:65])[F:63])[CH:56]=2)=[O:53])=[CH:49][CH:50]=1)=[O:12])([CH3:2])([CH3:3])[CH3:4]. The yield is 0.330. (4) The reactants are COC[O:4][C:5]1[CH:14]=[CH:13][C:12]2[O:11][CH:10]([C:15]3[CH:20]=[CH:19][C:18]([O:21]COC)=[CH:17][CH:16]=3)[CH:9]3[CH2:25][CH:26]([O:28][C:29](=[O:31])[CH3:30])[CH2:27][CH:8]3[C:7]=2[CH:6]=1.Cl.CCOC(C)=O.CCOC(C)=O.CCCCCC. The catalyst is C1COCC1. The product is [OH:4][C:5]1[CH:14]=[CH:13][C:12]2[O:11][C@H:10]([C:15]3[CH:16]=[CH:17][C:18]([OH:21])=[CH:19][CH:20]=3)[C@@H:9]3[CH2:25][C@H:26]([O:28][C:29](=[O:31])[CH3:30])[CH2:27][C@@H:8]3[C:7]=2[CH:6]=1. The yield is 0.330. (5) The reactants are [F:1][C:2]1[C:7]([F:8])=[CH:6][C:5]([C:9]2[CH:14]=[CH:13][C:12]([O:15][CH2:16][C:17]3[CH:25]=[CH:24][CH:23]=[C:22]4[C:18]=3[CH:19]=[N:20][N:21]4C3CCCCO3)=[CH:11][CH:10]=2)=[C:4]([O:32][CH3:33])[CH:3]=1.Cl.CCOC(C)=O.O. The catalyst is CO. The product is [F:1][C:2]1[C:7]([F:8])=[CH:6][C:5]([C:9]2[CH:10]=[CH:11][C:12]([O:15][CH2:16][C:17]3[CH:25]=[CH:24][CH:23]=[C:22]4[C:18]=3[CH:19]=[N:20][NH:21]4)=[CH:13][CH:14]=2)=[C:4]([O:32][CH3:33])[CH:3]=1. The yield is 0.737. (6) The reactants are [CH3:1][C:2]1[O:6][N:5]=[C:4]([C:7]2[CH:12]=[CH:11][CH:10]=[CH:9][CH:8]=2)[C:3]=1[C:13]1[N:14]=[CH:15][N:16]([C:18]2[CH:26]=[CH:25][C:21]([C:22]([OH:24])=O)=[CH:20][CH:19]=2)[CH:17]=1.[F:27][C:28]1[CH:29]=[C:30]([NH2:34])[CH:31]=[CH:32][CH:33]=1. No catalyst specified. The product is [F:27][C:28]1[CH:29]=[C:30]([NH:34][C:22](=[O:24])[C:21]2[CH:20]=[CH:19][C:18]([N:16]3[CH:17]=[C:13]([C:3]4[C:4]([C:7]5[CH:8]=[CH:9][CH:10]=[CH:11][CH:12]=5)=[N:5][O:6][C:2]=4[CH3:1])[N:14]=[CH:15]3)=[CH:26][CH:25]=2)[CH:31]=[CH:32][CH:33]=1. The yield is 0.100. (7) The reactants are [Br:1][C:2]1[CH:3]=[C:4]([NH2:10])[C:5]([O:8][CH3:9])=[N:6][CH:7]=1.[F:11][C:12]1[CH:17]=[C:16]([F:18])[CH:15]=[CH:14][C:13]=1[S:19](Cl)(=[O:21])=[O:20]. The catalyst is N1C=CC=CC=1. The product is [Br:1][C:2]1[CH:3]=[C:4]([NH:10][S:19]([C:13]2[CH:14]=[CH:15][C:16]([F:18])=[CH:17][C:12]=2[F:11])(=[O:21])=[O:20])[C:5]([O:8][CH3:9])=[N:6][CH:7]=1. The yield is 0.317. (8) The reactants are C([O:3][C:4](=[O:30])[CH2:5][C@H:6]1[C:14]2[C:9](=[CH:10][C:11]([O:15][CH2:16][CH2:17][CH2:18][O:19][C:20]3[CH:21]=[C:22]4[C:26](=[CH:27][CH:28]=3)[N:25]([CH3:29])[CH:24]=[CH:23]4)=[CH:12][CH:13]=2)[CH2:8][CH2:7]1)C.O[Li].O. The catalyst is C1COCC1.O. The product is [CH3:29][N:25]1[C:26]2[C:22](=[CH:21][C:20]([O:19][CH2:18][CH2:17][CH2:16][O:15][C:11]3[CH:10]=[C:9]4[C:14](=[CH:13][CH:12]=3)[C@H:6]([CH2:5][C:4]([OH:30])=[O:3])[CH2:7][CH2:8]4)=[CH:28][CH:27]=2)[CH:23]=[CH:24]1. The yield is 0.930. (9) The reactants are [Cl:1][C:2]1[CH:7]=[CH:6][C:5]([C:8]2[N:9]=[C:10]([N:13]([CH2:23][C:24]3[CH:36]=[CH:35][C:34]4[C:33]5[C:28](=[CH:29][CH:30]=[CH:31][CH:32]=5)[CH2:27][C:26]=4[CH:25]=3)[C:14]3[CH:22]=[CH:21][C:17]([C:18]([OH:20])=O)=[CH:16][CH:15]=3)[S:11][CH:12]=2)=[CH:4][CH:3]=1.C1C=CC2N(O)N=NC=2C=1.Cl.C(N=C=NCCCN(C)C)C.Cl.[CH3:60][O:61][C:62](=[O:66])[CH2:63][CH2:64][NH2:65].CCN(C(C)C)C(C)C. The catalyst is C(Cl)Cl.CN(C=O)C. The product is [CH3:60][O:61][C:62](=[O:66])[CH2:63][CH2:64][NH:65][C:18](=[O:20])[C:17]1[CH:21]=[CH:22][C:14]([N:13]([C:10]2[S:11][CH:12]=[C:8]([C:5]3[CH:6]=[CH:7][C:2]([Cl:1])=[CH:3][CH:4]=3)[N:9]=2)[CH2:23][C:24]2[CH:36]=[CH:35][C:34]3[C:33]4[C:28](=[CH:29][CH:30]=[CH:31][CH:32]=4)[CH2:27][C:26]=3[CH:25]=2)=[CH:15][CH:16]=1. The yield is 0.880.